Dataset: Full USPTO retrosynthesis dataset with 1.9M reactions from patents (1976-2016). Task: Predict the reactants needed to synthesize the given product. Given the product [F:1][C:2]([C:5]1[N:6]=[C:7]([CH2:10][N:11]2[N:15]=[C:14]([NH:16][C:23]([C:21]3[N:22]=[C:18]([CH3:17])[O:19][C:20]=3[C:26]3[CH:27]=[C:28]([CH3:32])[CH:29]=[CH:30][CH:31]=3)=[O:24])[CH:13]=[N:12]2)[S:8][CH:9]=1)([F:4])[CH3:3], predict the reactants needed to synthesize it. The reactants are: [F:1][C:2]([C:5]1[N:6]=[C:7]([CH2:10][N:11]2[N:15]=[C:14]([NH2:16])[CH:13]=[N:12]2)[S:8][CH:9]=1)([F:4])[CH3:3].[CH3:17][C:18]1[O:19][C:20]([C:26]2[CH:27]=[C:28]([CH3:32])[CH:29]=[CH:30][CH:31]=2)=[C:21]([C:23](O)=[O:24])[N:22]=1.